This data is from Forward reaction prediction with 1.9M reactions from USPTO patents (1976-2016). The task is: Predict the product of the given reaction. (1) The product is: [CH2:20]([N:22]1[CH2:23][CH2:24][N:25]([CH2:28][C:29]2[CH:37]=[CH:36][C:32]([C:33]([NH:1][C:2]3[CH:7]=[CH:6][CH:5]=[C:4]([NH:8][C:9]4[CH:17]=[C:16]5[C:12]([CH2:13][C:14](=[O:18])[NH:15]5)=[CH:11][CH:10]=4)[CH:3]=3)=[O:34])=[CH:31][C:30]=2[C:38]([F:41])([F:39])[F:40])[CH2:26][CH2:27]1)[CH3:21]. Given the reactants [NH2:1][C:2]1[CH:3]=[C:4]([NH:8][C:9]2[CH:17]=[C:16]3[C:12]([CH2:13][C:14](=[O:18])[NH:15]3)=[CH:11][CH:10]=2)[CH:5]=[CH:6][CH:7]=1.Cl.[CH2:20]([N:22]1[CH2:27][CH2:26][N:25]([CH2:28][C:29]2[CH:37]=[CH:36][C:32]([C:33](O)=[O:34])=[CH:31][C:30]=2[C:38]([F:41])([F:40])[F:39])[CH2:24][CH2:23]1)[CH3:21].C(N(CC)C(C)C)(C)C.CN(C(ON1N=NC2C=CC=NC1=2)=[N+](C)C)C.F[P-](F)(F)(F)(F)F, predict the reaction product. (2) The product is: [CH2:1]([NH:3][C:4](=[O:32])[NH:5][C:6]1[N:11]=[CH:10][C:9]([C:12]2[CH:13]=[C:14]3[C:19](=[CH:20][CH:21]=2)[N:18]([CH2:22][CH2:23][O:24][CH3:25])[CH:17]=[C:16]([C:26]([OH:28])=[O:27])[C:15]3=[O:31])=[CH:8][CH:7]=1)[CH3:2]. Given the reactants [CH2:1]([NH:3][C:4](=[O:32])[NH:5][C:6]1[N:11]=[CH:10][C:9]([C:12]2[CH:13]=[C:14]3[C:19](=[CH:20][CH:21]=2)[N:18]([CH2:22][CH2:23][O:24][CH3:25])[CH:17]=[C:16]([C:26]([O:28]CC)=[O:27])[C:15]3=[O:31])=[CH:8][CH:7]=1)[CH3:2].[OH-].[Na+].C(O)C, predict the reaction product. (3) Given the reactants [C:1]1([CH3:14])[CH:6]=[CH:5][CH:4]=[C:3]([N:7]2[N:11]=[N:10][C:9]([CH2:12][OH:13])=[N:8]2)[CH:2]=1.[H-].[Na+].CS([C:21]1[N:22]([CH3:32])[C:23]([C:26]2[CH:31]=[CH:30][N:29]=[CH:28][CH:27]=2)=[N:24][N:25]=1)(=O)=O, predict the reaction product. The product is: [CH3:32][N:22]1[C:21]([O:13][CH2:12][C:9]2[N:10]=[N:11][N:7]([C:3]3[CH:2]=[C:1]([CH3:14])[CH:6]=[CH:5][CH:4]=3)[N:8]=2)=[N:25][N:24]=[C:23]1[C:26]1[CH:31]=[CH:30][N:29]=[CH:28][CH:27]=1. (4) The product is: [C:10]([O:14][C:15]([N:2]1[CH2:8][CH2:7][CH2:6][C:5](=[O:9])[CH2:4][CH2:3]1)=[O:16])([CH3:13])([CH3:12])[CH3:11]. Given the reactants Cl.[NH:2]1[CH2:8][CH2:7][CH2:6][C:5](=[O:9])[CH2:4][CH2:3]1.[C:10]([O:14][C:15](O[C:15]([O:14][C:10]([CH3:13])([CH3:12])[CH3:11])=[O:16])=[O:16])([CH3:13])([CH3:12])[CH3:11].C(=O)([O-])[O-].[Na+].[Na+], predict the reaction product. (5) Given the reactants [N:1]1([C:7]2[N:12]=[C:11]([N:13]3[CH2:18][CH2:17][O:16][CH2:15][CH2:14]3)[N:10]=[C:9]([C:19]3[CH:25]=[CH:24][C:22]([NH2:23])=[CH:21][CH:20]=3)[N:8]=2)[CH2:6][CH2:5][O:4][CH2:3][CH2:2]1.[C:26]1([N:32]=[C:33]=[O:34])[CH:31]=[CH:30][CH:29]=[CH:28][CH:27]=1, predict the reaction product. The product is: [N:1]1([C:7]2[N:12]=[C:11]([N:13]3[CH2:18][CH2:17][O:16][CH2:15][CH2:14]3)[N:10]=[C:9]([C:19]3[CH:25]=[CH:24][C:22]([NH:23][C:33]([NH:32][C:26]4[CH:31]=[CH:30][CH:29]=[CH:28][CH:27]=4)=[O:34])=[CH:21][CH:20]=3)[N:8]=2)[CH2:2][CH2:3][O:4][CH2:5][CH2:6]1. (6) Given the reactants [CH3:1][O:2][C:3](=[O:12])/[CH:4]=[CH:5]/[C:6]1[S:7][C:8](Br)=[CH:9][CH:10]=1.[CH3:13][S:14][C:15]1[N:20]=[C:19]([Sn](CCCC)(CCCC)CCCC)[CH:18]=[CH:17][N:16]=1, predict the reaction product. The product is: [CH3:1][O:2][C:3](=[O:12])/[CH:4]=[CH:5]/[C:6]1[S:7][C:8]([C:17]2[CH:18]=[CH:19][N:20]=[C:15]([S:14][CH3:13])[N:16]=2)=[CH:9][CH:10]=1.